This data is from Full USPTO retrosynthesis dataset with 1.9M reactions from patents (1976-2016). The task is: Predict the reactants needed to synthesize the given product. (1) The reactants are: [CH3:1][N:2]([CH2:13][C:14]1[NH:18][C:17]2[CH:19]=[CH:20][CH:21]=[C:22]([N:23]3[CH2:28][CH2:27][N:26](C(OC(C)(C)C)=O)[CH2:25][CH2:24]3)[C:16]=2[N:15]=1)[CH:3]1[C:12]2[N:11]=[CH:10][CH:9]=[CH:8][C:7]=2[CH2:6][CH2:5][CH2:4]1.Cl. Given the product [CH3:1][N:2]([CH2:13][C:14]1[NH:18][C:17]2[CH:19]=[CH:20][CH:21]=[C:22]([N:23]3[CH2:24][CH2:25][NH:26][CH2:27][CH2:28]3)[C:16]=2[N:15]=1)[CH:3]1[C:12]2[N:11]=[CH:10][CH:9]=[CH:8][C:7]=2[CH2:6][CH2:5][CH2:4]1, predict the reactants needed to synthesize it. (2) The reactants are: [N:1]1[S:2][N:3]=[C:4]2[C:9]([N:10]3[CH2:15][CH2:14][N:13](C(OC=C)=O)[CH2:12][CH2:11]3)=[CH:8][CH:7]=[CH:6][C:5]=12.Cl. Given the product [N:1]1[S:2][N:3]=[C:4]2[C:9]([N:10]3[CH2:15][CH2:14][NH:13][CH2:12][CH2:11]3)=[CH:8][CH:7]=[CH:6][C:5]=12, predict the reactants needed to synthesize it. (3) Given the product [F:63][C:62]([F:65])([F:64])[C:60]([OH:66])=[O:61].[C:8]([C:10]1[S:11][C:12]([S:25][CH3:26])=[C:13]([S:15]([C:18]2[CH:19]=[C:20]([C:38]3[C:39]([CH3:54])=[CH:40][CH:41]=[CH:42][C:37]=3[CH2:36][O:35][CH2:34][C:33]([OH:32])=[O:53])[CH:21]=[CH:22][CH:23]=2)(=[O:17])=[O:16])[CH:14]=1)(=[NH:9])[NH2:7], predict the reactants needed to synthesize it. The reactants are: C(OC(=O)[NH:7][C:8]([C:10]1[S:11][C:12]([S:25][CH3:26])=[C:13]([S:15]([C:18]2[CH:23]=[CH:22][CH:21]=[C:20](Br)[CH:19]=2)(=[O:17])=[O:16])[CH:14]=1)=[NH:9])(C)(C)C.C([O:32][C:33](=[O:53])[CH2:34][O:35][CH2:36][C:37]1[CH:42]=[CH:41][C:40](C)=[C:39](B2OC(C)(C)C(C)(C)O2)[CH:38]=1)(C)(C)C.[C:54]([O-])([O-])=O.[Na+].[Na+].[C:60]([OH:66])([C:62]([F:65])([F:64])[F:63])=[O:61].C(Cl)Cl.